This data is from Forward reaction prediction with 1.9M reactions from USPTO patents (1976-2016). The task is: Predict the product of the given reaction. (1) Given the reactants [CH3:1][O:2][C:3](=[O:14])[CH:4]=[N:5][NH:6][C:7]1[CH:12]=[CH:11][C:10]([Cl:13])=[CH:9][CH:8]=1.[Br:15]N1C(=O)CCC1=O, predict the reaction product. The product is: [CH3:1][O:2][C:3](=[O:14])[C:4]([Br:15])=[N:5][NH:6][C:7]1[CH:12]=[CH:11][C:10]([Cl:13])=[CH:9][CH:8]=1. (2) The product is: [CH3:22][N:23]([CH2:2][C:3]1[CH:8]=[CH:7][C:6]([C:9]2[O:10][C:11]3[C:17]([C:18]([O:20][CH3:21])=[O:19])=[CH:16][CH:15]=[CH:14][C:12]=3[N:13]=2)=[CH:5][CH:4]=1)[CH3:24]. Given the reactants Br[CH2:2][C:3]1[CH:8]=[CH:7][C:6]([C:9]2[O:10][C:11]3[C:17]([C:18]([O:20][CH3:21])=[O:19])=[CH:16][CH:15]=[CH:14][C:12]=3[N:13]=2)=[CH:5][CH:4]=1.[CH3:22][NH:23][CH3:24], predict the reaction product. (3) Given the reactants [Cl:1][C:2]1[CH:7]=[CH:6][C:5]([S:8](Cl)(=[O:10])=[O:9])=[C:4]([N+:12]([O-])=O)[CH:3]=1.[C:15]([O:19][C:20]([N:22]1[CH2:27][CH2:26][CH:25]([NH2:28])[CH2:24][CH2:23]1)=[O:21])([CH3:18])([CH3:17])[CH3:16].C([O-])([O-])=O.[K+].[K+].NN, predict the reaction product. The product is: [C:15]([O:19][C:20]([N:22]1[CH2:27][CH2:26][CH:25]([NH:28][S:8]([C:5]2[CH:6]=[CH:7][C:2]([Cl:1])=[CH:3][C:4]=2[NH2:12])(=[O:10])=[O:9])[CH2:24][CH2:23]1)=[O:21])([CH3:18])([CH3:16])[CH3:17]. (4) The product is: [Cl:25][C:26]1[CH:27]=[C:28]([C:2]2[CH:24]=[C:23]3[C:5]([CH2:6][C:7]4([C:16]53[N:20]=[C:19]([NH2:21])[C:18]([CH3:22])=[N:17]5)[CH2:8][CH2:9][CH:10]([CH:13]([F:14])[F:15])[CH2:11][CH2:12]4)=[CH:4][CH:3]=2)[CH:29]=[N:30][CH:31]=1. Given the reactants Br[C:2]1[CH:24]=[C:23]2[C:5]([CH2:6][C:7]3([C:16]42[N:20]=[C:19]([NH2:21])[C:18]([CH3:22])=[N:17]4)[CH2:12][CH2:11][CH:10]([CH:13]([F:15])[F:14])[CH2:9][CH2:8]3)=[CH:4][CH:3]=1.[Cl:25][C:26]1[CH:27]=[C:28](B(O)O)[CH:29]=[N:30][CH:31]=1.CC([PH+](C(C)(C)C)CCCS([O-])(=O)=O)(C)C.C([O-])([O-])=O.[K+].[K+], predict the reaction product. (5) The product is: [Cl:38][CH:39]([Cl:43])[C:40]([N:20]([C:18]1[CH:17]=[CH:16][N:15]=[C:14]([C:12]2[O:11][N:10]=[C:9]([C:3]3[C:2]([Cl:1])=[CH:7][CH:6]=[CH:5][C:4]=3[Cl:8])[CH:13]=2)[CH:19]=1)[CH2:21][CH2:22][C:23]([N:25]1[CH2:30][CH2:29][O:28][CH2:27][CH2:26]1)=[O:24])=[O:41]. Given the reactants [Cl:1][C:2]1[CH:7]=[CH:6][CH:5]=[C:4]([Cl:8])[C:3]=1[C:9]1[CH:13]=[C:12]([C:14]2[CH:19]=[C:18]([NH:20][CH2:21][CH2:22][C:23]([N:25]3[CH2:30][CH2:29][O:28][CH2:27][CH2:26]3)=[O:24])[CH:17]=[CH:16][N:15]=2)[O:11][N:10]=1.C(N(CC)CC)C.[Cl:38][CH:39]([Cl:43])[C:40](Cl)=[O:41], predict the reaction product. (6) Given the reactants C(O[C:6]([CH:8]1[NH:13][CH2:12][C:11]2[O:14][C:15]([C:17]([O:19][CH3:20])=[O:18])=[N:16][C:10]=2[CH2:9]1)=O)(C)(C)C.FC(F)(F)C(O)=O, predict the reaction product. The product is: [CH3:20][O:19][C:17]([C:15]1[O:14][C:11]2[CH2:12][NH:13][CH:8]([CH3:6])[CH2:9][C:10]=2[N:16]=1)=[O:18]. (7) Given the reactants Br[C:2]1[CH:3]=[CH:4][C:5]([N+:8]([O-:10])=[O:9])=[N:6][CH:7]=1.CC1(C)C2C(=C(P(C3C=CC=CC=3)C3C=CC=CC=3)C=CC=2)OC2C(P(C3C=CC=CC=3)C3C=CC=CC=3)=CC=CC1=2.Cl.[CH3:54][C:55]1([OH:59])[CH2:58][NH:57][CH2:56]1.C([O-])([O-])=O.[Cs+].[Cs+], predict the reaction product. The product is: [CH3:54][C:55]1([OH:59])[CH2:58][N:57]([C:2]2[CH:7]=[N:6][C:5]([N+:8]([O-:10])=[O:9])=[CH:4][CH:3]=2)[CH2:56]1. (8) The product is: [Cl:1][C:2]1[CH:7]=[CH:6][C:5]([C:8]2[C:17]3[C:12](=[CH:13][C:14]([S:18]([NH:40][C:38]4[S:37][N:36]=[C:35]([CH3:34])[N:39]=4)(=[O:21])=[O:20])=[CH:15][CH:16]=3)[CH:11]=[CH:10][N:9]=2)=[C:4]([CH3:33])[CH:3]=1. Given the reactants [Cl:1][C:2]1[CH:7]=[CH:6][C:5]([C:8]2[C:17]3[C:12](=[CH:13][C:14]([S:18]([O:21]C4C(F)=C(F)C(F)=C(F)C=4F)(=[O:20])=O)=[CH:15][CH:16]=3)[CH:11]=[CH:10][N:9]=2)=[C:4]([CH3:33])[CH:3]=1.[CH3:34][C:35]1[N:39]=[C:38]([NH2:40])[S:37][N:36]=1.C(=O)([O-])[O-].[Cs+].[Cs+].CN(C=O)C, predict the reaction product. (9) Given the reactants [F:1][C:2]1([F:17])[O:6][C:5]2[CH:7]=[CH:8][C:9]([C:11]3([C:14](O)=[O:15])[CH2:13][CH2:12]3)=[CH:10][C:4]=2[O:3]1.S(Cl)([Cl:20])=O.CN(C)C=O, predict the reaction product. The product is: [F:1][C:2]1([F:17])[O:6][C:5]2[CH:7]=[CH:8][C:9]([C:11]3([C:14]([Cl:20])=[O:15])[CH2:13][CH2:12]3)=[CH:10][C:4]=2[O:3]1. (10) Given the reactants Cl.[NH:2]1[CH2:7][CH2:6][CH2:5][CH:4]([C:8]([NH:10][C:11]2[CH:16]=[CH:15][CH:14]=[CH:13][CH:12]=2)=[O:9])[CH2:3]1.Cl[C:18]1[N:23]([CH3:24])[C:22](=[O:25])[CH:21]=[C:20]([C:26]2[CH:31]=[CH:30][N:29]=[CH:28][CH:27]=2)[N:19]=1.C(N(CC)CC)C, predict the reaction product. The product is: [CH3:24][N:23]1[C:22](=[O:25])[CH:21]=[C:20]([C:26]2[CH:31]=[CH:30][N:29]=[CH:28][CH:27]=2)[N:19]=[C:18]1[N:2]1[CH2:7][CH2:6][CH2:5][CH:4]([C:8]([NH:10][C:11]2[CH:16]=[CH:15][CH:14]=[CH:13][CH:12]=2)=[O:9])[CH2:3]1.